This data is from Catalyst prediction with 721,799 reactions and 888 catalyst types from USPTO. The task is: Predict which catalyst facilitates the given reaction. Reactant: [Cl:1][C:2]1[CH:3]=[C:4]2[N:15](COCC[Si](C)(C)C)[C:14]([O:24][C@H:25]3[C@H:29]4[O:30][CH2:31][C@@H:32]([OH:33])[C@H:28]4[O:27][CH2:26]3)=[N:13][C:5]2=[N:6][C:7]=1[C:8]1[CH2:12][CH2:11][CH2:10][CH:9]=1.C(O)(C(F)(F)F)=O. Product: [Cl:1][C:2]1[CH:3]=[C:4]2[NH:15][C:14]([O:24][C@H:25]3[C@H:29]4[O:30][CH2:31][C@@H:32]([OH:33])[C@H:28]4[O:27][CH2:26]3)=[N:13][C:5]2=[N:6][C:7]=1[C:8]1[CH2:12][CH2:11][CH2:10][CH:9]=1. The catalyst class is: 2.